Dataset: Catalyst prediction with 721,799 reactions and 888 catalyst types from USPTO. Task: Predict which catalyst facilitates the given reaction. (1) Reactant: [Si:1]([O:8][CH2:9][C:10]1[CH:11]=[C:12]2[C:17](=[N:18][C:19]=1[CH:20]([O:23][CH3:24])[O:21][CH3:22])[N:16]([C:25](OC1C=CC=CC=1)=[O:26])[CH2:15][CH2:14][CH2:13]2)([C:4]([CH3:7])([CH3:6])[CH3:5])([CH3:3])[CH3:2].[NH2:34][C:35]1[CH:42]=[C:41]([N:43]2[CH2:48][CH2:47][O:46][CH:45]([CH2:49][N:50]([CH3:52])[CH3:51])[CH2:44]2)[C:38]([C:39]#[N:40])=[CH:37][N:36]=1.[Li+].C[Si]([N-][Si](C)(C)C)(C)C.CC1CCCCC1.[NH4+].[Cl-]. Product: [Si:1]([O:8][CH2:9][C:10]1[CH:11]=[C:12]2[C:17](=[N:18][C:19]=1[CH:20]([O:21][CH3:22])[O:23][CH3:24])[N:16]([C:25]([NH:34][C:35]1[CH:42]=[C:41]([N:43]3[CH2:48][CH2:47][O:46][CH:45]([CH2:49][N:50]([CH3:52])[CH3:51])[CH2:44]3)[C:38]([C:39]#[N:40])=[CH:37][N:36]=1)=[O:26])[CH2:15][CH2:14][CH2:13]2)([C:4]([CH3:5])([CH3:6])[CH3:7])([CH3:2])[CH3:3]. The catalyst class is: 1. (2) Reactant: O=[C:2]1CN[C:5](=[O:8])[CH2:4][NH:3]1.C=[O:10].[OH:11][PH:12]([OH:14])=[O:13]. Product: [P:12]([CH2:2][NH:3][CH2:4][C:5]([OH:8])=[O:10])([OH:14])([OH:11])=[O:13]. The catalyst class is: 15. (3) Reactant: [Cl:1][C:2]1[NH:6][C:5]([C:7]([O:9]CC)=[O:8])=[CH:4][C:3]=1[N+:12]([O-:14])=[O:13].[OH-].[Na+]. Product: [Cl:1][C:2]1[NH:6][C:5]([C:7]([OH:9])=[O:8])=[CH:4][C:3]=1[N+:12]([O-:14])=[O:13]. The catalyst class is: 5. (4) Reactant: [NH2:1][C:2]1[CH2:7][CH2:6][CH2:5][CH2:4][C:3]=1[C:8]([O:10][CH2:11][CH3:12])=[O:9].P(Cl)(Cl)Cl.[Cl:17][C:18]1[CH:23]=[CH:22][C:21]([N:24]2[CH2:29][CH2:28][N:27]([C@H:30]3[CH2:34][CH2:33][C@@H:32]([C:35](O)=[O:36])[CH2:31]3)[CH2:26][CH2:25]2)=[CH:20][CH:19]=1.N1C=CC=[CH:40][CH:39]=1. Product: [Cl:17][C:18]1[CH:19]=[CH:20][C:21]([N:24]2[CH2:29][CH2:28][N:27]([C@H:30]3[CH2:34][CH2:33][C@@H:32]([C:35]([NH:1][C:2]4[CH2:7][CH2:6][C:5]5([CH2:40][CH2:39]5)[CH2:4][C:3]=4[C:8]([O:10][CH2:11][CH3:12])=[O:9])=[O:36])[CH2:31]3)[CH2:26][CH2:25]2)=[CH:22][CH:23]=1. The catalyst class is: 22.